This data is from Reaction yield outcomes from USPTO patents with 853,638 reactions. The task is: Predict the reaction yield, written as a fraction of the theoretical maximum amount of product (1.0 means a 100% yield; for example, 0.34 means a 34% yield). The reactants are [CH2:1]([O:8][C:9]1[CH:14]=[CH:13][C:12]([Cl:15])=[CH:11][C:10]=1[N+:16]([O-])=O)[C:2]1[CH:7]=[CH:6][CH:5]=[CH:4][CH:3]=1. The catalyst is C(O)(=O)C.[Zn]. The product is [CH2:1]([O:8][C:9]1[CH:14]=[CH:13][C:12]([Cl:15])=[CH:11][C:10]=1[NH2:16])[C:2]1[CH:7]=[CH:6][CH:5]=[CH:4][CH:3]=1. The yield is 0.990.